This data is from Catalyst prediction with 721,799 reactions and 888 catalyst types from USPTO. The task is: Predict which catalyst facilitates the given reaction. Reactant: [F:1][CH:2]1[C:6]([CH3:8])([CH3:7])[O:5][N:4]=[C:3]1[S:9]([CH2:12][C:13]1[CH:18]=[CH:17][CH:16]=[CH:15][C:14]=1[O:19][C:20]([F:23])([F:22])[F:21])(=[O:11])=[O:10].[Cl:24]N1C(=O)CCC1=O. Product: [Cl:24][CH:12]([C:13]1[CH:18]=[CH:17][CH:16]=[CH:15][C:14]=1[O:19][C:20]([F:23])([F:22])[F:21])[S:9]([C:3]1[CH:2]([F:1])[C:6]([CH3:7])([CH3:8])[O:5][N:4]=1)(=[O:10])=[O:11]. The catalyst class is: 7.